This data is from Forward reaction prediction with 1.9M reactions from USPTO patents (1976-2016). The task is: Predict the product of the given reaction. (1) Given the reactants [CH3:1][O:2][C:3](=[O:13])[C:4]1[CH:9]=[C:8]([CH:10]=[O:11])[N:7]=[C:6]([Cl:12])[CH:5]=1.[CH2:14](O)[CH2:15][CH2:16][OH:17], predict the reaction product. The product is: [CH3:1][O:2][C:3](=[O:13])[C:4]1[CH:9]=[C:8]([CH:10]2[O:17][CH2:16][CH2:15][CH2:14][O:11]2)[N:7]=[C:6]([Cl:12])[CH:5]=1. (2) Given the reactants [NH2:1][C:2]1[C:10]([C:11]([OH:13])=O)=[CH:9][C:8]([I:14])=[CH:7][C:3]=1[C:4]([OH:6])=[O:5].[CH:15](OC)(OC)OC.C(O)(=O)C.[NH2:26][C:27]1[CH:28]=[C:29]([CH:34]=[CH:35][C:36]=1[CH3:37])[C:30]([O:32][CH3:33])=[O:31], predict the reaction product. The product is: [I:14][C:8]1[CH:9]=[C:10]2[C:2](=[C:3]([C:4]([OH:6])=[O:5])[CH:7]=1)[N:1]=[CH:15][N:26]([C:27]1[CH:28]=[C:29]([C:30]([O:32][CH3:33])=[O:31])[CH:34]=[CH:35][C:36]=1[CH3:37])[C:11]2=[O:13]. (3) Given the reactants C([N:3]([CH2:6]C)CC)C.C1(P(N=[N+]=[N-])(C2C=CC=CC=2)=[O:15])C=CC=CC=1.[Br:25][C:26]1[N:27]=[C:28]2[CH:33]=[C:32]([O:34][CH3:35])[C:31](C(O)=O)=[CH:30][N:29]2[CH:39]=1.[C:40]([OH:44])([CH3:43])([CH3:42])[CH3:41], predict the reaction product. The product is: [Br:25][C:26]1[N:27]=[C:28]2[CH:33]=[C:32]([O:34][CH3:35])[C:31]([NH:3][C:6](=[O:15])[O:44][C:40]([CH3:43])([CH3:42])[CH3:41])=[CH:30][N:29]2[CH:39]=1. (4) Given the reactants C([O-])([O-])=O.[Na+].[Na+].[NH2:7][C:8]1[C:9]([C:25]([NH2:27])=[O:26])=[N:10][C:11]([C:15]2[CH:20]=[CH:19][C:18](=[O:21])[N:17]([CH:22]([CH3:24])[CH3:23])[N:16]=2)=[C:12](Cl)[N:13]=1.[S:28]1[CH:32]=[CH:31][CH:30]=[C:29]1B(O)O, predict the reaction product. The product is: [NH2:7][C:8]1[C:9]([C:25]([NH2:27])=[O:26])=[N:10][C:11]([C:15]2[CH:20]=[CH:19][C:18](=[O:21])[N:17]([CH:22]([CH3:24])[CH3:23])[N:16]=2)=[C:12]([C:29]2[S:28][CH:32]=[CH:31][CH:30]=2)[N:13]=1. (5) Given the reactants CS(O[CH:6]1[CH2:11][CH2:10][CH2:9][N:8]([C:12]([O:14][CH2:15][C:16]2[CH:21]=[CH:20][CH:19]=[CH:18][CH:17]=2)=[O:13])[CH2:7]1)(=O)=O.[C:22]1([SH:28])[CH:27]=[CH:26][CH:25]=[CH:24][CH:23]=1, predict the reaction product. The product is: [C:22]1([S:28][CH:6]2[CH2:11][CH2:10][CH2:9][N:8]([C:12]([O:14][CH2:15][C:16]3[CH:17]=[CH:18][CH:19]=[CH:20][CH:21]=3)=[O:13])[CH2:7]2)[CH:27]=[CH:26][CH:25]=[CH:24][CH:23]=1.